This data is from Catalyst prediction with 721,799 reactions and 888 catalyst types from USPTO. The task is: Predict which catalyst facilitates the given reaction. (1) Reactant: [N:1]1[C:10]2[C:5](=[CH:6][C:7]([C:11]([O:13][CH3:14])=[O:12])=[CH:8][CH:9]=2)[CH:4]=[CH:3][CH:2]=1.ClC1C=C(C=CC=1)C(OO)=[O:20]. Product: [CH3:14][O:13][C:11]([C:7]1[CH:6]=[C:5]2[C:10](=[CH:9][CH:8]=1)[N+:1]([O-:20])=[CH:2][CH:3]=[CH:4]2)=[O:12]. The catalyst class is: 326. (2) Reactant: Br[C:2]1[CH:3]=[N:4][N:5]([CH3:19])[C:6]=1[C:7]1[CH:8]=[C:9]([C:15]([O:17][CH3:18])=[O:16])[S:10][C:11]=1[CH2:12][CH2:13][CH3:14].[C:20](=O)([O-])[O-].[K+].[K+].CB1OB(C)OB(C)O1. Product: [CH3:19][N:5]1[C:6]([C:7]2[CH:8]=[C:9]([C:15]([O:17][CH3:18])=[O:16])[S:10][C:11]=2[CH2:12][CH2:13][CH3:14])=[C:2]([CH3:20])[CH:3]=[N:4]1. The catalyst class is: 9. (3) Reactant: [C:1]1([CH:7]([N:19]2[CH2:23][CH2:22][CH2:21][CH2:20]2)[C:8]([O:10][C@@H:11]2[CH:16]3[CH2:17][CH2:18][N:13]([CH2:14][CH2:15]3)[CH2:12]2)=[O:9])[CH:6]=[CH:5][CH:4]=[CH:3][CH:2]=1.[Cl:24][CH2:25][C:26]([C:28]1[CH:33]=[CH:32][CH:31]=[CH:30][CH:29]=1)=[O:27]. Product: [Cl-:24].[O:27]=[C:26]([C:28]1[CH:33]=[CH:32][CH:31]=[CH:30][CH:29]=1)[CH2:25][N+:13]12[CH2:18][CH2:17][CH:16]([CH2:15][CH2:14]1)[C@@H:11]([O:10][C:8](=[O:9])[CH:7]([C:1]1[CH:6]=[CH:5][CH:4]=[CH:3][CH:2]=1)[N:19]1[CH2:23][CH2:22][CH2:21][CH2:20]1)[CH2:12]2. The catalyst class is: 13. (4) Reactant: F[C:2]1[CH:11]=[CH:10][C:9]([N+:12]([O-:14])=[O:13])=[C:8]2[C:3]=1[CH2:4][CH2:5][N:6]([CH3:16])[C:7]2=[O:15].[C:17]([O:21][C:22]([N:24]1[CH2:29][CH2:28][N:27]([CH:30]2[CH2:35][CH2:34][NH:33][CH2:32][CH2:31]2)[CH2:26][CH2:25]1)=[O:23])([CH3:20])([CH3:19])[CH3:18].C([O-])([O-])=O.[K+].[K+]. Product: [C:17]([O:21][C:22]([N:24]1[CH2:25][CH2:26][N:27]([CH:30]2[CH2:35][CH2:34][N:33]([C:2]3[CH:11]=[CH:10][C:9]([N+:12]([O-:14])=[O:13])=[C:8]4[C:3]=3[CH2:4][CH2:5][N:6]([CH3:16])[C:7]4=[O:15])[CH2:32][CH2:31]2)[CH2:28][CH2:29]1)=[O:23])([CH3:20])([CH3:18])[CH3:19]. The catalyst class is: 16. (5) The catalyst class is: 285. Product: [F:33][C:18]1[CH:17]=[C:16]([C:10]2[C:9]([OH:8])=[CH:14][CH:13]=[C:12]([F:15])[CH:11]=2)[CH:21]=[CH:20][C:19]=1[S:22]([C:25]1[CH:26]=[CH:27][C:28]([O:31][CH3:32])=[CH:29][CH:30]=1)(=[O:23])=[O:24]. Reactant: C([O:8][C:9]1[CH:14]=[CH:13][C:12]([F:15])=[CH:11][C:10]=1[C:16]1[CH:21]=[CH:20][C:19]([S:22]([C:25]2[CH:30]=[CH:29][C:28]([O:31][CH3:32])=[CH:27][CH:26]=2)(=[O:24])=[O:23])=[C:18]([F:33])[CH:17]=1)C1C=CC=CC=1.[H][H]. (6) Reactant: C[O:2][C:3](=[O:33])[CH2:4][C:5]1[CH:10]=[CH:9][C:8]([C:11]#[C:12][C:13]2[CH:14]=[C:15]3[C:20](=[C:21]([CH2:23][N:24]([CH:26]4[CH2:28][CH2:27]4)[CH3:25])[CH:22]=2)[O:19][C:18]([CH3:30])([CH3:29])[CH2:17][C:16]3([CH3:32])[CH3:31])=[CH:7][CH:6]=1.[OH-].[Na+]. Product: [CH:26]1([N:24]([CH2:23][C:21]2[CH:22]=[C:13]([C:12]#[C:11][C:8]3[CH:9]=[CH:10][C:5]([CH2:4][C:3]([OH:33])=[O:2])=[CH:6][CH:7]=3)[CH:14]=[C:15]3[C:20]=2[O:19][C:18]([CH3:29])([CH3:30])[CH2:17][C:16]3([CH3:32])[CH3:31])[CH3:25])[CH2:28][CH2:27]1. The catalyst class is: 111. (7) Reactant: FC(F)(F)C(O)=O.[Cl:8][C:9]1[CH:10]=[C:11]([CH:15]2[NH:19][CH:18]([C:20]([OH:22])=O)[CH:17]([CH2:23][C:24]([CH3:27])([CH3:26])[CH3:25])[C:16]2([C:30]2[CH:35]=[CH:34][C:33]([Cl:36])=[CH:32][CH:31]=2)[C:28]#[N:29])[CH:12]=[CH:13][CH:14]=1.[NH2:37][CH2:38][CH2:39][CH2:40][OH:41].CN(C(ON1N=NC2C=CC=NC1=2)=[N+](C)C)C.F[P-](F)(F)(F)(F)F.CCN(C(C)C)C(C)C. Product: [OH:41][CH2:40][CH2:39][CH2:38][NH:37][C:20]([CH:18]1[CH:17]([CH2:23][C:24]([CH3:26])([CH3:25])[CH3:27])[C:16]([C:30]2[CH:31]=[CH:32][C:33]([Cl:36])=[CH:34][CH:35]=2)([C:28]#[N:29])[CH:15]([C:11]2[CH:12]=[CH:13][CH:14]=[C:9]([Cl:8])[CH:10]=2)[NH:19]1)=[O:22]. The catalyst class is: 2.